From a dataset of Forward reaction prediction with 1.9M reactions from USPTO patents (1976-2016). Predict the product of the given reaction. (1) Given the reactants Cl[CH2:2][CH2:3][N:4]([CH2:15][CH2:16]Cl)[S:5]([C:8]1[CH:13]=[CH:12][C:11]([CH3:14])=[CH:10][CH:9]=1)(=[O:7])=[O:6].[I-].[K+].C(=O)([O-])[O-].[Na+].[Na+].[I:26][C:27]1[CH:28]=[CH:29][C:30]([CH3:34])=[C:31]([CH:33]=1)[NH2:32], predict the reaction product. The product is: [I:26][C:27]1[CH:28]=[CH:29][C:30]([CH3:34])=[C:31]([N:32]2[CH2:16][CH2:15][N:4]([S:5]([C:8]3[CH:13]=[CH:12][C:11]([CH3:14])=[CH:10][CH:9]=3)(=[O:7])=[O:6])[CH2:3][CH2:2]2)[CH:33]=1. (2) Given the reactants FC(F)(F)C1C=C(NC(=O)NC2C=CC(C3SC(CCC(O)=O)=NC=3)=CC=2)C=CC=1.[C:31]1([CH3:59])[CH:36]=[CH:35][CH:34]=[C:33]([NH:37][C:38](=[O:58])[NH:39][C:40]2[CH:45]=[CH:44][C:43]([C:46]3[O:50][C:49]([CH2:51][CH2:52][CH2:53][C:54]([O:56]C)=[O:55])=[N:48][N:47]=3)=[CH:42][CH:41]=2)[CH:32]=1, predict the reaction product. The product is: [C:31]1([CH3:59])[CH:36]=[CH:35][CH:34]=[C:33]([NH:37][C:38](=[O:58])[NH:39][C:40]2[CH:45]=[CH:44][C:43]([C:46]3[O:50][C:49]([CH2:51][CH2:52][CH2:53][C:54]([OH:56])=[O:55])=[N:48][N:47]=3)=[CH:42][CH:41]=2)[CH:32]=1. (3) Given the reactants Br[C:2]1[CH:3]=[C:4]2[C:8](=[C:9](Cl)[CH:10]=1)[C:7](=[O:12])[N:6]([CH2:13][C:14]1[CH:19]=[CH:18][C:17]([O:20][C:21]([F:24])([F:23])[F:22])=[CH:16][CH:15]=1)[CH2:5]2.[C-:25]#[N:26].[K+].CCCCCC.CCOC(C)=O.[CH3:40][N:41](P(N(C)C)(N(C)C)=O)C, predict the reaction product. The product is: [O:12]=[C:7]1[C:8]2[C:9]([C:40]#[N:41])=[CH:10][C:2]([C:25]#[N:26])=[CH:3][C:4]=2[CH2:5][N:6]1[CH2:13][C:14]1[CH:19]=[CH:18][C:17]([O:20][C:21]([F:24])([F:23])[F:22])=[CH:16][CH:15]=1.